This data is from Full USPTO retrosynthesis dataset with 1.9M reactions from patents (1976-2016). The task is: Predict the reactants needed to synthesize the given product. (1) Given the product [Cl:17][C:18]1[CH:19]=[CH:20][C:21]([C:24](=[N+:14]=[N-:15])[C:25]([O:27][CH3:28])=[O:26])=[CH:22][CH:23]=1, predict the reactants needed to synthesize it. The reactants are: C(NC1C=CC(S([N:14]=[N+:15]=[N-])(=O)=O)=CC=1)(=O)C.[Cl:17][C:18]1[CH:23]=[CH:22][C:21]([CH2:24][C:25]([O:27][CH3:28])=[O:26])=[CH:20][CH:19]=1.C1CCN2C(=NCCC2)CC1. (2) Given the product [F:45][C:2]([F:1])([F:44])[C:3]1[CH:4]=[C:5]([C@H:13]([O:15][C@H:16]2[CH2:20][N:19]([C:21]([O:23][C:24]([CH3:25])([CH3:26])[CH3:27])=[O:22])[C@@H:18]([C:28]([NH:30][S:31]([C:33]([CH3:36])([CH3:34])[CH3:35])=[O:32])([CH3:51])[CH2:29][CH:46]=[CH2:47])[C@@H:17]2[C:37]2[CH:38]=[CH:39][C:40]([F:43])=[CH:41][CH:42]=2)[CH3:14])[CH:6]=[C:7]([C:9]([F:10])([F:11])[F:12])[CH:8]=1, predict the reactants needed to synthesize it. The reactants are: [F:1][C:2]([F:45])([F:44])[C:3]1[CH:4]=[C:5]([C@H:13]([O:15][C@H:16]2[CH2:20][N:19]([C:21]([O:23][C:24]([CH3:27])([CH3:26])[CH3:25])=[O:22])[C@@H:18](/[C:28](=[N:30]/[S:31]([C:33]([CH3:36])([CH3:35])[CH3:34])=[O:32])/[CH3:29])[C@@H:17]2[C:37]2[CH:42]=[CH:41][C:40]([F:43])=[CH:39][CH:38]=2)[CH3:14])[CH:6]=[C:7]([C:9]([F:12])([F:11])[F:10])[CH:8]=1.[CH2:46]([Mg]Br)[CH:47]=C.[CH2:51]1COCC1. (3) Given the product [CH3:1][O:2][C:3]([C:4]1[C:5]2[N:23]=[C:13]([C:14]3[CH:19]=[CH:18][C:17]([N+:20]([O-:22])=[O:21])=[CH:16][CH:15]=3)[NH:12][C:6]=2[C:7]([O:10][CH3:11])=[CH:8][CH:9]=1)=[O:24], predict the reactants needed to synthesize it. The reactants are: [CH3:1][O:2][C:3](=[O:24])[C:4]1[CH:9]=[CH:8][C:7]([O:10][CH3:11])=[C:6]([NH:12][C:13](=[NH:23])[C:14]2[CH:19]=[CH:18][C:17]([N+:20]([O-:22])=[O:21])=[CH:16][CH:15]=2)[CH:5]=1.[O-]Cl.[Na+].C([O-])([O-])=O.[Na+].[Na+]. (4) The reactants are: [CH3:1]OC1C=C(OC)C=CC=1C(Cl)=O.[Cl:14][C:15]1[CH:21]=[C:20]([O:22][C:23]2[C:32]3[C:27](=[CH:28][C:29]([O:35][CH3:36])=[C:30]([O:33][CH3:34])[CH:31]=3)[N:26]=[CH:25]N=2)[CH:19]=[CH:18][C:16]=1[NH2:17].[CH3:37][O:38][C:39]1[CH:44]=[C:43]([O:45][CH3:46])[CH:42]=[CH:41][C:40]=1[C:47]([N:49]=[C:50]=[S:51])=[O:48]. Given the product [CH3:37][O:38][C:39]1[CH:44]=[C:43]([O:45][CH3:46])[CH:42]=[CH:41][C:40]=1[C:47]([N:49]=[C:50]=[S:51])=[O:48].[Cl:14][C:15]1[CH:21]=[C:20]([O:22][C:23]2[C:32]3[C:27](=[CH:28][C:29]([O:35][CH3:36])=[C:30]([O:33][CH3:34])[CH:31]=3)[N:26]=[CH:25][CH:1]=2)[CH:19]=[CH:18][C:16]=1[NH:17][C:50]([NH:49][C:47](=[O:48])[C:40]1[CH:41]=[CH:42][C:43]([O:45][CH3:46])=[CH:44][C:39]=1[O:38][CH3:37])=[S:51], predict the reactants needed to synthesize it. (5) Given the product [Br:28][C:25]1[CH:24]=[CH:23][C:22]([CH2:21][O:20][C:11]2[C:12]3[C:17](=[CH:16][CH:15]=[CH:14][CH:13]=3)[CH:18]=[CH:19][C:10]=2[C:8]([NH:7][C:4]([CH3:5])([CH3:6])[C:3]([OH:29])=[O:2])=[O:9])=[CH:27][CH:26]=1, predict the reactants needed to synthesize it. The reactants are: C[O:2][C:3](=[O:29])[C:4]([NH:7][C:8]([C:10]1[CH:19]=[CH:18][C:17]2[C:12](=[CH:13][CH:14]=[CH:15][CH:16]=2)[C:11]=1[O:20][CH2:21][C:22]1[CH:27]=[CH:26][C:25]([Br:28])=[CH:24][CH:23]=1)=[O:9])([CH3:6])[CH3:5].[OH-].[Na+].